Dataset: Forward reaction prediction with 1.9M reactions from USPTO patents (1976-2016). Task: Predict the product of the given reaction. (1) Given the reactants [NH2:1][CH2:2][CH2:3][CH2:4][C:5]([OH:7])=[O:6].[OH-].[Na+].[O:10](C(OC(C)(C)C)=O)[C:11]([O:13][C:14]([CH3:17])([CH3:16])[CH3:15])=O, predict the reaction product. The product is: [C:14]([O:13][C:11]([NH:1][CH2:2][CH2:3][CH2:4][C:5]([OH:7])=[O:6])=[O:10])([CH3:17])([CH3:16])[CH3:15]. (2) The product is: [C:39]1([C:43]2[CH:44]=[CH:45][CH:46]=[CH:47][CH:48]=2)[CH:40]=[CH:41][CH:42]=[C:37]([C:35]2[N:36]=[C:31]([C:27]3[CH:26]=[C:25]([C:50]4[CH:55]=[CH:54][CH:53]=[CH:52][CH:51]=4)[CH:30]=[CH:29][CH:28]=3)[N:32]=[C:33]([N:13]3[C:12]4[CH:11]=[C:10]5[C:2]([CH3:22])([CH3:1])[C:3]6[C:8]([C:9]5=[CH:21][C:20]=4[C:19]4[C:14]3=[CH:15][CH:16]=[CH:17][CH:18]=4)=[CH:7][CH:6]=[CH:5][CH:4]=6)[N:34]=2)[CH:38]=1. Given the reactants [CH3:1][C:2]1([CH3:22])[C:10]2=[CH:11][C:12]3[NH:13][C:14]4[C:19]([C:20]=3[CH:21]=[C:9]2[C:8]2[C:3]1=[CH:4][CH:5]=[CH:6][CH:7]=2)=[CH:18][CH:17]=[CH:16][CH:15]=4.[H-].[Na+].[C:25]1([C:50]2[CH:55]=[CH:54][CH:53]=[CH:52][CH:51]=2)[CH:30]=[CH:29][CH:28]=[C:27]([C:31]2[N:36]=[C:35]([C:37]3[CH:38]=[C:39]([C:43]4[CH:48]=[CH:47][CH:46]=[CH:45][CH:44]=4)[CH:40]=[CH:41][CH:42]=3)[N:34]=[C:33](Cl)[N:32]=2)[CH:26]=1, predict the reaction product.